This data is from Peptide-MHC class I binding affinity with 185,985 pairs from IEDB/IMGT. The task is: Regression. Given a peptide amino acid sequence and an MHC pseudo amino acid sequence, predict their binding affinity value. This is MHC class I binding data. The peptide sequence is RRNDVARIF. The MHC is HLA-B44:02 with pseudo-sequence HLA-B44:02. The binding affinity (normalized) is 0.0847.